Dataset: Reaction yield outcomes from USPTO patents with 853,638 reactions. Task: Predict the reaction yield, written as a fraction of the theoretical maximum amount of product (1.0 means a 100% yield; for example, 0.34 means a 34% yield). (1) The reactants are C[O:2][C:3](=[O:37])[CH2:4][CH2:5][C:6]1[CH:11]=[CH:10][C:9]([O:12][C:13]2[CH:18]=[CH:17][C:16]([CH2:19][CH:20]([NH:29][C:30]([O:32][C:33]([CH3:36])([CH3:35])[CH3:34])=[O:31])[C:21]([N:23]3[CH2:28][CH2:27][O:26][CH2:25][CH2:24]3)=[O:22])=[CH:15][CH:14]=2)=[CH:8][CH:7]=1.[OH-].[Li+]. The catalyst is C1COCC1.O. The product is [C:33]([O:32][C:30]([NH:29][CH:20]([C:21]([N:23]1[CH2:24][CH2:25][O:26][CH2:27][CH2:28]1)=[O:22])[CH2:19][C:16]1[CH:15]=[CH:14][C:13]([O:12][C:9]2[CH:10]=[CH:11][C:6]([CH2:5][CH2:4][C:3]([OH:37])=[O:2])=[CH:7][CH:8]=2)=[CH:18][CH:17]=1)=[O:31])([CH3:36])([CH3:34])[CH3:35]. The yield is 0.935. (2) The reactants are [H-].[Na+].[C:3]1([CH2:9][CH2:10][CH:11]([C:17]([O:19][CH2:20][CH3:21])=[O:18])[C:12]([O:14][CH2:15][CH3:16])=[O:13])[CH:8]=[CH:7][CH:6]=[CH:5][CH:4]=1.Br[CH2:23][C:24]([C:26]1[CH:31]=[CH:30][C:29]([Br:32])=[CH:28][CH:27]=1)=[O:25].Cl. The catalyst is O1CCCC1. The product is [Br:32][C:29]1[CH:30]=[CH:31][C:26]([C:24](=[O:25])[CH2:23][C:11]([CH2:10][CH2:9][C:3]2[CH:4]=[CH:5][CH:6]=[CH:7][CH:8]=2)([C:17]([O:19][CH2:20][CH3:21])=[O:18])[C:12]([O:14][CH2:15][CH3:16])=[O:13])=[CH:27][CH:28]=1. The yield is 0.610. (3) The reactants are [CH2:1]([N:8]1[C@@H:15]([CH2:16][O:17][Si:18]([C:21]([CH3:24])([CH3:23])[CH3:22])([CH3:20])[CH3:19])[CH2:14][N:13](CC2C=CC=CC=2)[CH2:12][C:9]21[CH2:11][CH2:10]2)[C:2]1[CH:7]=[CH:6][CH:5]=[CH:4][CH:3]=1.[Cl:32]C(OC(Cl)C)=O. The catalyst is ClCCCl.CO. The product is [ClH:32].[CH2:1]([N:8]1[C@@H:15]([CH2:16][O:17][Si:18]([C:21]([CH3:24])([CH3:23])[CH3:22])([CH3:19])[CH3:20])[CH2:14][NH:13][CH2:12][C:9]21[CH2:10][CH2:11]2)[C:2]1[CH:7]=[CH:6][CH:5]=[CH:4][CH:3]=1. The yield is 0.560.